Dataset: NCI-60 drug combinations with 297,098 pairs across 59 cell lines. Task: Regression. Given two drug SMILES strings and cell line genomic features, predict the synergy score measuring deviation from expected non-interaction effect. (1) Drug 1: CC12CCC3C(C1CCC2O)C(CC4=C3C=CC(=C4)O)CCCCCCCCCS(=O)CCCC(C(F)(F)F)(F)F. Drug 2: CCC1=C2CN3C(=CC4=C(C3=O)COC(=O)C4(CC)O)C2=NC5=C1C=C(C=C5)O. Cell line: IGROV1. Synergy scores: CSS=12.5, Synergy_ZIP=-0.816, Synergy_Bliss=3.68, Synergy_Loewe=-75.8, Synergy_HSA=0.784. (2) Drug 1: CC1=C(C=C(C=C1)NC2=NC=CC(=N2)N(C)C3=CC4=NN(C(=C4C=C3)C)C)S(=O)(=O)N.Cl. Drug 2: CC1=C2C(C(=O)C3(C(CC4C(C3C(C(C2(C)C)(CC1OC(=O)C(C(C5=CC=CC=C5)NC(=O)OC(C)(C)C)O)O)OC(=O)C6=CC=CC=C6)(CO4)OC(=O)C)OC)C)OC. Cell line: MDA-MB-231. Synergy scores: CSS=34.6, Synergy_ZIP=3.89, Synergy_Bliss=2.95, Synergy_Loewe=0.0871, Synergy_HSA=4.94. (3) Drug 1: CNC(=O)C1=CC=CC=C1SC2=CC3=C(C=C2)C(=NN3)C=CC4=CC=CC=N4. Drug 2: CC1=C(C(=CC=C1)Cl)NC(=O)C2=CN=C(S2)NC3=CC(=NC(=N3)C)N4CCN(CC4)CCO. Cell line: UACC62. Synergy scores: CSS=14.6, Synergy_ZIP=-2.74, Synergy_Bliss=4.29, Synergy_Loewe=4.95, Synergy_HSA=5.16. (4) Drug 1: C1C(C(OC1N2C=NC3=C(N=C(N=C32)Cl)N)CO)O. Drug 2: N.N.Cl[Pt+2]Cl. Cell line: PC-3. Synergy scores: CSS=58.0, Synergy_ZIP=-5.03, Synergy_Bliss=-4.42, Synergy_Loewe=-1.80, Synergy_HSA=0.0410. (5) Drug 1: C1=CC=C(C=C1)NC(=O)CCCCCCC(=O)NO. Drug 2: CC(C)(C#N)C1=CC(=CC(=C1)CN2C=NC=N2)C(C)(C)C#N. Cell line: UO-31. Synergy scores: CSS=4.68, Synergy_ZIP=-1.06, Synergy_Bliss=1.02, Synergy_Loewe=1.24, Synergy_HSA=0.288. (6) Drug 2: CC12CCC3C(C1CCC2=O)CC(=C)C4=CC(=O)C=CC34C. Synergy scores: CSS=32.4, Synergy_ZIP=-2.48, Synergy_Bliss=-4.85, Synergy_Loewe=-4.30, Synergy_HSA=-2.84. Drug 1: CC1=C2C(C(=O)C3(C(CC4C(C3C(C(C2(C)C)(CC1OC(=O)C(C(C5=CC=CC=C5)NC(=O)OC(C)(C)C)O)O)OC(=O)C6=CC=CC=C6)(CO4)OC(=O)C)OC)C)OC. Cell line: MALME-3M. (7) Drug 1: C1=CC=C(C(=C1)C(C2=CC=C(C=C2)Cl)C(Cl)Cl)Cl. Drug 2: CN(CC1=CN=C2C(=N1)C(=NC(=N2)N)N)C3=CC=C(C=C3)C(=O)NC(CCC(=O)O)C(=O)O. Cell line: T-47D. Synergy scores: CSS=-6.01, Synergy_ZIP=2.05, Synergy_Bliss=-2.63, Synergy_Loewe=-4.59, Synergy_HSA=-5.87. (8) Drug 1: COC1=C(C=C2C(=C1)N=CN=C2NC3=CC(=C(C=C3)F)Cl)OCCCN4CCOCC4. Drug 2: C1C(C(OC1N2C=C(C(=O)NC2=O)F)CO)O. Cell line: SW-620. Synergy scores: CSS=48.5, Synergy_ZIP=1.30, Synergy_Bliss=0.453, Synergy_Loewe=-9.26, Synergy_HSA=2.80. (9) Drug 1: CCN(CC)CCNC(=O)C1=C(NC(=C1C)C=C2C3=C(C=CC(=C3)F)NC2=O)C. Drug 2: CC1=C(N=C(N=C1N)C(CC(=O)N)NCC(C(=O)N)N)C(=O)NC(C(C2=CN=CN2)OC3C(C(C(C(O3)CO)O)O)OC4C(C(C(C(O4)CO)O)OC(=O)N)O)C(=O)NC(C)C(C(C)C(=O)NC(C(C)O)C(=O)NCCC5=NC(=CS5)C6=NC(=CS6)C(=O)NCCC[S+](C)C)O. Cell line: UACC-257. Synergy scores: CSS=10.3, Synergy_ZIP=-2.66, Synergy_Bliss=1.84, Synergy_Loewe=3.56, Synergy_HSA=2.76. (10) Drug 1: CN1C(=O)N2C=NC(=C2N=N1)C(=O)N. Drug 2: CC1=C(C=C(C=C1)C(=O)NC2=CC(=CC(=C2)C(F)(F)F)N3C=C(N=C3)C)NC4=NC=CC(=N4)C5=CN=CC=C5. Cell line: IGROV1. Synergy scores: CSS=-5.12, Synergy_ZIP=-1.34, Synergy_Bliss=-7.32, Synergy_Loewe=-8.33, Synergy_HSA=-8.06.